Dataset: Full USPTO retrosynthesis dataset with 1.9M reactions from patents (1976-2016). Task: Predict the reactants needed to synthesize the given product. (1) Given the product [CH3:27][C:25]1[CH:26]=[C:15]([C:12]2[N:11]=[C:10]([C:8]3[CH:7]=[C:6]([CH3:29])[N:5]=[C:4]([NH:3][CH2:1][CH2:2][CH3:30])[N:9]=3)[O:14][N:13]=2)[CH:16]=[C:17]([CH3:28])[C:18]=1[O:19][CH2:20][CH:21]([OH:24])[CH2:22][OH:23], predict the reactants needed to synthesize it. The reactants are: [CH2:1]([NH:3][C:4]1[N:9]=[C:8]([C:10]2[O:14][N:13]=[C:12]([C:15]3[CH:26]=[C:25]([CH3:27])[C:18]([O:19][CH2:20][CH:21]([OH:24])[CH2:22][OH:23])=[C:17]([CH3:28])[CH:16]=3)[N:11]=2)[CH:7]=[C:6]([CH3:29])[N:5]=1)[CH3:2].[CH3:30]C1N=C(NCCC)N=C(C(O)=O)C=1. (2) Given the product [CH2:35]([O:34][C:32](=[O:33])[NH:1][C:2]1[CH:21]=[CH:20][CH:19]=[C:4]([C:5]([C:6]2[C:11](=[O:12])[CH:10]=[CH:9][N:8]([C:13]3[CH:14]=[N:15][N:16]([CH3:18])[CH:17]=3)[N:7]=2)=[O:38])[CH:3]=1)[CH3:36], predict the reactants needed to synthesize it. The reactants are: [NH2:1][C:2]1[CH:3]=[C:4]([CH:19]=[CH:20][CH:21]=1)[CH2:5][C:6]1[C:11](=[O:12])[CH:10]=[CH:9][N:8]([C:13]2[CH:14]=[N:15][N:16]([CH3:18])[CH:17]=2)[N:7]=1.CCN(C(C)C)C(C)C.Cl[C:32]([O:34][CH2:35][CH3:36])=[O:33].C[OH:38]. (3) Given the product [CH3:1][O:2][C:3]1[CH:4]=[C:5]2[C:10](=[CH:11][C:12]=1[O:13][CH3:14])[N:9]=[CH:8][CH:7]=[C:6]2[O:15][C:16]1[CH:22]=[CH:21][C:19]([NH:20][C:37]([NH:36][C:34](=[O:35])[C:31]2[CH:32]=[CH:33][C:28]([CH3:27])=[CH:29][CH:30]=2)=[S:38])=[CH:18][C:17]=1[F:23], predict the reactants needed to synthesize it. The reactants are: [CH3:1][O:2][C:3]1[CH:4]=[C:5]2[C:10](=[CH:11][C:12]=1[O:13][CH3:14])[N:9]=[CH:8][CH:7]=[C:6]2[O:15][C:16]1[CH:22]=[CH:21][C:19]([NH2:20])=[CH:18][C:17]=1[F:23].C(O)C.[CH3:27][C:28]1[CH:33]=[CH:32][C:31]([C:34]([N:36]=[C:37]=[S:38])=[O:35])=[CH:30][CH:29]=1. (4) Given the product [Br:19][CH2:16][C:12]1[CH:11]=[C:10]([CH:15]=[CH:14][CH:13]=1)[CH2:9][O:8][Si:1]([C:4]([CH3:7])([CH3:6])[CH3:5])([CH3:3])[CH3:2], predict the reactants needed to synthesize it. The reactants are: [Si:1]([O:8][CH2:9][C:10]1[CH:11]=[C:12]([CH2:16]O)[CH:13]=[CH:14][CH:15]=1)([C:4]([CH3:7])([CH3:6])[CH3:5])([CH3:3])[CH3:2].C(Br)(Br)(Br)[Br:19].C1(P(C2C=CC=CC=2)C2C=CC=CC=2)C=CC=CC=1.C(=O)([O-])O.[Na+]. (5) Given the product [N:30]([CH2:12][CH2:13][CH:14]1[CH2:16][CH:15]1[CH:17]1[CH2:22][CH2:21][N:20]([C:23]2[N:28]=[CH:27][C:26]([Cl:29])=[CH:25][N:24]=2)[CH2:19][CH2:18]1)=[N+:31]=[N-:32], predict the reactants needed to synthesize it. The reactants are: CC1C=CC(S(O[CH2:12][CH2:13][C@H:14]2[CH2:16][C@@H:15]2[CH:17]2[CH2:22][CH2:21][N:20]([C:23]3[N:28]=[CH:27][C:26]([Cl:29])=[CH:25][N:24]=3)[CH2:19][CH2:18]2)(=O)=O)=CC=1.[N-:30]=[N+:31]=[N-:32].[Na+]. (6) Given the product [C:4]([C@@H:3]([NH:2][C:17](=[O:18])[C@H:16]([O:15][CH3:14])[CH2:20][CH2:21][C:22]1[CH:23]=[CH:24][CH:25]=[CH:26][CH:27]=1)[CH2:6][CH2:7][C:8]1[CH:13]=[CH:12][CH:11]=[CH:10][CH:9]=1)#[N:5], predict the reactants needed to synthesize it. The reactants are: Cl.[NH2:2][C@@H:3]([CH2:6][CH2:7][C:8]1[CH:13]=[CH:12][CH:11]=[CH:10][CH:9]=1)[C:4]#[N:5].[CH3:14][O:15][C@H:16]([CH2:20][CH2:21][C:22]1[CH:27]=[CH:26][CH:25]=[CH:24][CH:23]=1)[C:17](O)=[O:18].CO[C@H](CCC1C=CC=CC=1)C(N)=O. (7) Given the product [CH3:1][C:2]1[C:3]([N+:12]([O-:14])=[O:13])=[C:4]([C:5]2[NH:17][CH2:16][CH2:15][N:18]=2)[CH:9]=[CH:10][CH:11]=1, predict the reactants needed to synthesize it. The reactants are: [CH3:1][C:2]1[C:3]([N+:12]([O-:14])=[O:13])=[C:4]([CH:9]=[CH:10][CH:11]=1)[C:5](OC)=O.[CH2:15]([NH2:18])[CH2:16][NH2:17]. (8) Given the product [N:23]1[CH:28]=[CH:27][CH:26]=[CH:25][C:24]=1[CH2:29][O:20][C:17]1[CH:18]=[CH:19][C:14]([CH2:13][C:10]2[CH:9]=[C:8]([C:7]3[C:2]([NH2:1])=[N:3][CH:4]=[CH:5][CH:6]=3)[O:12][N:11]=2)=[CH:15][CH:16]=1, predict the reactants needed to synthesize it. The reactants are: [NH2:1][C:2]1[C:7]([C:8]2[O:12][N:11]=[C:10]([CH2:13][C:14]3[CH:19]=[CH:18][C:17]([OH:20])=[CH:16][CH:15]=3)[CH:9]=2)=[CH:6][CH:5]=[CH:4][N:3]=1.[OH-].[Na+].[N:23]1[CH:28]=[CH:27][CH:26]=[CH:25][C:24]=1[CH2:29]Cl.